From a dataset of Reaction yield outcomes from USPTO patents with 853,638 reactions. Predict the reaction yield, written as a fraction of the theoretical maximum amount of product (1.0 means a 100% yield; for example, 0.34 means a 34% yield). (1) The reactants are [Cl:1][C:2]1[CH:7]=[CH:6][C:5]([C:8]2([CH2:11][NH:12][C:13]([C:15]3[CH:20]=[CH:19][C:18]([S:21](Cl)(=[O:23])=[O:22])=[C:17]([F:25])[CH:16]=3)=[O:14])[CH2:10][CH2:9]2)=[CH:4][CH:3]=1.C(#N)C.[S:29]1[C:33]([NH2:34])=[N:32][CH:31]=[N:30]1.[OH-].[Na+].O1CCOCC1.O. No catalyst specified. The product is [Cl:1][C:2]1[CH:7]=[CH:6][C:5]([C:8]2([CH2:11][NH:12][C:13](=[O:14])[C:15]3[CH:20]=[CH:19][C:18]([S:21]([NH:34][C:33]4[S:29][N:30]=[CH:31][N:32]=4)(=[O:23])=[O:22])=[C:17]([F:25])[CH:16]=3)[CH2:10][CH2:9]2)=[CH:4][CH:3]=1. The yield is 0.150. (2) The reactants are [OH-].[K+].C[O:4][C:5]([CH:7]1[CH2:16][C:15]2[C:10](=[CH:11][C:12]([O:17][CH3:18])=[CH:13][CH:14]=2)[CH2:9][S:8]1)=[O:6].Cl. The catalyst is CO.O. The product is [CH3:18][O:17][C:12]1[CH:11]=[C:10]2[C:15]([CH2:16][CH:7]([C:5]([OH:6])=[O:4])[S:8][CH2:9]2)=[CH:14][CH:13]=1. The yield is 0.880. (3) The reactants are BrC[C:3]1[CH:4]=[C:5]([CH:8]=[CH:9][CH:10]=1)[C:6]#[N:7].[CH3:11][C:12]([O:15][C:16]([NH:18][C:19]([O:21][C:22]([CH3:25])([CH3:24])[CH3:23])=[O:20])=[O:17])([CH3:14])[CH3:13].C(=O)([O-])[O-].[Cs+].[Cs+]. The catalyst is C1COCC1.[I-].[Li+]. The product is [C:22]([O:21][C:19]([N:18]([C:16]([O:15][C:12]([CH3:14])([CH3:13])[CH3:11])=[O:17])[C:3]1[CH:4]=[C:5]([CH:8]=[CH:9][CH:10]=1)[C:6]#[N:7])=[O:20])([CH3:25])([CH3:24])[CH3:23]. The yield is 0.870. (4) The reactants are [Cl:1][C:2]1[CH:3]=[C:4]([CH:20]=[CH:21][CH:22]=1)[CH2:5][O:6][C:7]1[CH:16]=[C:15]2[C:10]([CH:11]=[C:12]([C:17](O)=[O:18])[CH:13]=[N:14]2)=[CH:9][CH:8]=1.C(Cl)(=O)C(Cl)=O.[CH3:29][NH2:30]. The catalyst is C(Cl)Cl.CN(C=O)C. The product is [Cl:1][C:2]1[CH:3]=[C:4]([CH:20]=[CH:21][CH:22]=1)[CH2:5][O:6][C:7]1[CH:16]=[C:15]2[C:10]([CH:11]=[C:12]([C:17]([NH:30][CH3:29])=[O:18])[CH:13]=[N:14]2)=[CH:9][CH:8]=1. The yield is 0.370. (5) The reactants are [F:1][C:2]1[CH:8]=[CH:7][C:5]([NH2:6])=[CH:4][C:3]=1[O:9][CH3:10].[F:11][C:12]([F:22])([F:21])[C:13]1[CH:14]=[C:15]([CH:18]=[CH:19][CH:20]=1)[CH:16]=O.O=[C:24]([CH2:28][CH3:29])[C:25]([OH:27])=[O:26]. The catalyst is C(O)C. The product is [F:1][C:2]1[CH:8]=[C:7]2[C:5](=[CH:4][C:3]=1[O:9][CH3:10])[N:6]=[C:16]([C:15]1[CH:18]=[CH:19][CH:20]=[C:13]([C:12]([F:22])([F:21])[F:11])[CH:14]=1)[C:28]([CH3:29])=[C:24]2[C:25]([OH:27])=[O:26]. The yield is 0.490.